Dataset: Catalyst prediction with 721,799 reactions and 888 catalyst types from USPTO. Task: Predict which catalyst facilitates the given reaction. (1) Reactant: [CH3:1][N:2]([CH3:18])[C:3]1[NH:7][C:6]2[CH:8]=[C:9]([N+:15]([O-:17])=[O:16])[CH:10]=[C:11]([C:12]([O-:14])=[O:13])[C:5]=2[N:4]=1.O.[OH-].[Li+]. Product: [CH3:1][N:2]([CH3:18])[C:3]1[NH:7][C:6]2[CH:8]=[C:9]([N+:15]([O-:17])=[O:16])[CH:10]=[C:11]([C:12]([OH:14])=[O:13])[C:5]=2[N:4]=1. The catalyst class is: 20. (2) Reactant: [CH:1]([O:4][C:5]1[CH:6]=[C:7]2[O:11][CH:10]=[CH:9][C:8]2=[C:12]([C:14]([O:16][CH3:17])=[O:15])[CH:13]=1)([CH3:3])[CH3:2].C1C(=O)N([Br:25])C(=O)C1. Product: [Br:25][C:10]1[O:11][C:7]2[C:8](=[C:12]([C:14]([O:16][CH3:17])=[O:15])[CH:13]=[C:5]([O:4][CH:1]([CH3:3])[CH3:2])[CH:6]=2)[CH:9]=1. The catalyst class is: 22.